From a dataset of Catalyst prediction with 721,799 reactions and 888 catalyst types from USPTO. Predict which catalyst facilitates the given reaction. (1) Reactant: [CH3:1][C:2]1[C:10]2[C:5](=[C:6]([CH:15]([O:17][CH2:18][C:19]3([C:25]4[CH:30]=[CH:29][CH:28]=[CH:27][CH:26]=4)[CH2:24][CH2:23][NH:22][CH2:21][CH2:20]3)[CH3:16])[CH:7]=[C:8]([C:11]([F:14])([F:13])[F:12])[CH:9]=2)[NH:4][N:3]=1.C=O.[C:33]([BH3-])#N.[Na+]. Product: [CH3:1][C:2]1[C:10]2[C:5](=[C:6]([CH:15]([O:17][CH2:18][C:19]3([C:25]4[CH:30]=[CH:29][CH:28]=[CH:27][CH:26]=4)[CH2:20][CH2:21][N:22]([CH3:33])[CH2:23][CH2:24]3)[CH3:16])[CH:7]=[C:8]([C:11]([F:13])([F:14])[F:12])[CH:9]=2)[NH:4][N:3]=1. The catalyst class is: 477. (2) Reactant: [CH:1](=[N:8]/[CH2:9][CH2:10][CH:11]=[CH2:12])\[C:2]1[CH:7]=[CH:6][CH:5]=[CH:4][CH:3]=1.[BH4-].[Na+].C(Cl)Cl. The catalyst class is: 14. Product: [CH2:1]([NH:8][CH2:9][CH2:10][CH:11]=[CH2:12])[C:2]1[CH:7]=[CH:6][CH:5]=[CH:4][CH:3]=1. (3) Reactant: Cl[C:2]1[CH:3]=[CH:4][C:5]2[N:6]=[CH:7][N:8]=[C:9]([O:12][CH:13]3[CH2:18][CH2:17][N:16]([CH3:19])[CH2:15][CH2:14]3)[C:10]=2[N:11]=1.CC1(C)C(C)(C)OB([C:28]2[CH:29]=[C:30]([NH:34][S:35]([C:38]3[CH:43]=[CH:42][CH:41]=[CH:40][CH:39]=3)(=[O:37])=[O:36])[CH:31]=[N:32][CH:33]=2)O1.C(=O)(O)[O-].[Na+]. The catalyst class is: 12. Product: [CH3:19][N:16]1[CH2:17][CH2:18][CH:13]([O:12][C:9]2[C:10]3[N:11]=[C:2]([C:28]4[CH:29]=[C:30]([NH:34][S:35]([C:38]5[CH:39]=[CH:40][CH:41]=[CH:42][CH:43]=5)(=[O:36])=[O:37])[CH:31]=[N:32][CH:33]=4)[CH:3]=[CH:4][C:5]=3[N:6]=[CH:7][N:8]=2)[CH2:14][CH2:15]1.